From a dataset of Catalyst prediction with 721,799 reactions and 888 catalyst types from USPTO. Predict which catalyst facilitates the given reaction. (1) Reactant: C1(C2(C3C=CC=CC=3)[O:11][C:10]3[CH:12]=[CH:13][C:14]([S:16]([N:19]4[CH2:24][CH2:23][CH2:22][CH2:21][CH2:20]4)(=[O:18])=[O:17])=[CH:15][C:9]=3[O:8]2)C=CC=CC=1.FC(F)(F)C(O)=O. Product: [N:19]1([S:16]([C:14]2[CH:15]=[C:9]([OH:8])[C:10]([OH:11])=[CH:12][CH:13]=2)(=[O:18])=[O:17])[CH2:20][CH2:21][CH2:22][CH2:23][CH2:24]1. The catalyst class is: 34. (2) Reactant: [C:1]([O:4][C:5]1[C:10](I)=[CH:9][C:8]([Br:12])=[C:7]([Cl:13])[N:6]=1)(=[O:3])[CH3:2].[C:14]([C:16]1[CH:21]=[CH:20][C:19]([F:22])=[CH:18][CH:17]=1)#[CH:15]. Product: [C:1]([O:4][C:5]1[C:10]([C:15]#[C:14][C:16]2[CH:21]=[CH:20][C:19]([F:22])=[CH:18][CH:17]=2)=[CH:9][C:8]([Br:12])=[C:7]([Cl:13])[N:6]=1)(=[O:3])[CH3:2]. The catalyst class is: 356.